The task is: Predict the product of the given reaction.. This data is from Forward reaction prediction with 1.9M reactions from USPTO patents (1976-2016). (1) The product is: [F:16][C:17]1[CH:24]=[CH:23][C:20]([CH2:21][C:2]2[N:7]=[C:6]([O:8][CH3:9])[C:5]([N+:10]([O-:12])=[O:11])=[C:4]([O:13][CH3:14])[N:3]=2)=[CH:19][CH:18]=1. Given the reactants Cl[C:2]1[N:7]=[C:6]([O:8][CH3:9])[C:5]([N+:10]([O-:12])=[O:11])=[C:4]([O:13][CH3:14])[N:3]=1.[Cl-].[F:16][C:17]1[CH:24]=[CH:23][C:20]([CH2:21][Zn+])=[CH:19][CH:18]=1, predict the reaction product. (2) Given the reactants [Cl:1][C:2]1[N:19]=[CH:18][CH:17]=[C:16](I)[C:3]=1[C:4]([NH:6][CH2:7][C:8]1[CH:13]=[CH:12][C:11]([F:14])=[C:10]([F:15])[CH:9]=1)=[O:5].[CH3:21][O:22][Na], predict the reaction product. The product is: [Cl:1][C:2]1[N:19]=[CH:18][CH:17]=[C:16]([O:22][CH3:21])[C:3]=1[C:4]([NH:6][CH2:7][C:8]1[CH:13]=[CH:12][C:11]([F:14])=[C:10]([F:15])[CH:9]=1)=[O:5]. (3) Given the reactants [C:1]([OH:11])(=[O:10])[C@@H](C1C=CC=CC=1)O.[NH2:12][C:13]1([CH3:27])[C:17]2([CH2:19][CH2:18]2)[CH2:16][N:15](CC2C=CC=CC=2)[CH2:14]1.[OH-].[Na+].[C:30]1([CH3:36])[CH:35]=CC=C[CH:31]=1, predict the reaction product. The product is: [C:30]([O:11][C:1]([NH:12][C:13]1([CH3:27])[C:17]2([CH2:18][CH2:19]2)[CH2:16][NH:15][CH2:14]1)=[O:10])([CH3:36])([CH3:35])[CH3:31]. (4) Given the reactants [I:1][C:2]1[CH:7]=[CH:6][C:5]([CH2:8][CH2:9][NH2:10])=[CH:4][CH:3]=1.[C:11]1(=O)[O:16][C:14](=[O:15])[C:13]2=[CH:17][CH:18]=[CH:19][CH:20]=[C:12]12, predict the reaction product. The product is: [I:1][C:2]1[CH:7]=[CH:6][C:5]([CH2:8][CH2:9][N:10]2[C:14](=[O:15])[C:13]3[C:12](=[CH:20][CH:19]=[CH:18][CH:17]=3)[C:11]2=[O:16])=[CH:4][CH:3]=1. (5) Given the reactants [CH3:1][N:2]1[C:7](=[O:8])[C:6]2[C:9]([C:12]([O:14]C)=[O:13])=[CH:10][S:11][C:5]=2[C:4]([C:16]2[CH:21]=[CH:20][N:19]=[CH:18][CH:17]=2)=[N:3]1, predict the reaction product. The product is: [CH3:1][N:2]1[C:7](=[O:8])[C:6]2[C:9]([C:12]([OH:14])=[O:13])=[CH:10][S:11][C:5]=2[C:4]([C:16]2[CH:21]=[CH:20][N:19]=[CH:18][CH:17]=2)=[N:3]1.